This data is from Catalyst prediction with 721,799 reactions and 888 catalyst types from USPTO. The task is: Predict which catalyst facilitates the given reaction. (1) Reactant: Br[C:2]1[C:15]2[C:16]3=[C:17]4[C:12](=[CH:13][CH:14]=2)[CH:11]=[CH:10][CH:9]=[C:8]4[CH:7]=[CH:6][C:5]3=[CH:4][CH:3]=1.[Li]CCCC.[Cl-].[C:24]1([PH:30][C:31]2[CH:36]=[CH:35][CH:34]=[CH:33][CH:32]=2)[CH:29]=[CH:28][CH:27]=[CH:26][CH:25]=1.[NH4+].[Cl-]. The catalyst class is: 1. Product: [C:31]1([P:30]([C:24]2[CH:25]=[CH:26][CH:27]=[CH:28][CH:29]=2)[C:2]2[C:15]3[C:16]4=[C:17]5[C:12](=[CH:13][CH:14]=3)[CH:11]=[CH:10][CH:9]=[C:8]5[CH:7]=[CH:6][C:5]4=[CH:4][CH:3]=2)[CH:32]=[CH:33][CH:34]=[CH:35][CH:36]=1. (2) Reactant: [C:1]([CH:3]1[CH2:6][N:5]([C:7]([O:9][C:10]([CH3:13])([CH3:12])[CH3:11])=[O:8])[CH2:4]1)#[N:2].[CH3:14][Si]([N-][Si](C)(C)C)(C)C.[Na+].IC.O. Product: [C:10]([O:9][C:7]([N:5]1[CH2:6][C:3]([C:1]#[N:2])([CH3:14])[CH2:4]1)=[O:8])([CH3:13])([CH3:12])[CH3:11]. The catalyst class is: 56. (3) Reactant: [CH3:1][C:2]1[CH:20]=[C:19]([C:21]#[C:22][C:23]([CH3:26])([CH3:25])[CH3:24])[CH:18]=[CH:17][C:3]=1[C:4]([NH:6][C:7]1[CH:8]=[CH:9][C:10]2[S:14][C:13]([CH3:15])=[N:12][C:11]=2[CH:16]=1)=[O:5].[Se](=O)=[O:28]. Product: [S:14]1[C:10]2[CH:9]=[CH:8][C:7]([NH:6][C:4](=[O:5])[C:3]3[CH:17]=[CH:18][C:19]([C:21]#[C:22][C:23]([CH3:24])([CH3:25])[CH3:26])=[CH:20][C:2]=3[CH3:1])=[CH:16][C:11]=2[N:12]=[CH:13]1.[OH:28][CH2:15][C:13]1[S:14][C:10]2[CH:9]=[CH:8][C:7]([NH:6][C:4](=[O:5])[C:3]3[CH:17]=[CH:18][C:19]([C:21]#[C:22][C:23]([CH3:26])([CH3:25])[CH3:24])=[CH:20][C:2]=3[CH3:1])=[CH:16][C:11]=2[N:12]=1. The catalyst class is: 12. (4) Reactant: [CH:1]1[CH:15]=[C:14]2[C:4]([CH:5]([OH:16])[C:6]3[C:11]([CH:12]=[CH:13]2)=[CH:10][CH:9]=[CH:8][CH:7]=3)=[CH:3][CH:2]=1.[H-].[Na+].[C:19]([O:23]C(=O)CBr)(C)(C)[CH3:20].[H-].[Al+3].[Li+].[H-].[H-].[H-]. Product: [CH:15]1[C:14]2[CH:13]=[CH:12][C:11]3[CH:10]=[CH:9][CH:8]=[CH:7][C:6]=3[CH:5]([O:16][CH2:20][CH2:19][OH:23])[C:4]=2[CH:3]=[CH:2][CH:1]=1. The catalyst class is: 116. (5) Reactant: [C:1]([O:5][C:6](=[O:23])[N:7]([C@@H:9]1[CH2:13][CH2:12][C@H:11]([C:14]([NH:16][NH:17][C:18](=[O:22])[CH2:19][CH2:20][CH3:21])=O)[CH2:10]1)[CH3:8])([CH3:4])([CH3:3])[CH3:2].C([N+](CC)(CC)S(NC(=O)OC)(=O)=O)C. Product: [C:1]([O:5][C:6](=[O:23])[N:7]([CH3:8])[C@@H:9]1[CH2:13][CH2:12][C@H:11]([C:14]2[O:22][C:18]([CH2:19][CH2:20][CH3:21])=[N:17][N:16]=2)[CH2:10]1)([CH3:4])([CH3:3])[CH3:2]. The catalyst class is: 7. (6) Reactant: [CH:1]([C:3]1[CH:17]=[CH:16][C:6]([CH2:7][NH:8][C:9](=[O:15])[O:10][C:11]([CH3:14])([CH3:13])[CH3:12])=[CH:5][CH:4]=1)=O.[O:18]1[C:22]([C:23]2[CH:28]=[CH:27][C:26]([NH:29][NH2:30])=[CH:25][CH:24]=2)=[CH:21][N:20]=[CH:19]1. Product: [O:18]1[C:22]([C:23]2[CH:24]=[CH:25][C:26]([NH:29][N:30]=[CH:1][C:3]3[CH:17]=[CH:16][C:6]([CH2:7][NH:8][C:9](=[O:15])[O:10][C:11]([CH3:14])([CH3:13])[CH3:12])=[CH:5][CH:4]=3)=[CH:27][CH:28]=2)=[CH:21][N:20]=[CH:19]1. The catalyst class is: 8. (7) Reactant: [CH3:1][C:2]1([CH3:14])[CH:7]=[CH:6][N:5]([C:8]2[CH:13]=[CH:12][CH:11]=[CH:10][CH:9]=2)[CH2:4][CH2:3]1.C(N(CC)CC)C.[C:22](Cl)(=[O:25])[CH2:23][CH3:24]. Product: [CH3:1][C:2]1([CH3:14])[CH2:3][CH2:4][N:5]([C:8]2[CH:13]=[CH:12][CH:11]=[CH:10][CH:9]=2)[CH:6]=[C:7]1[C:22](=[O:25])[CH2:23][CH3:24]. The catalyst class is: 34. (8) Reactant: [OH:1][C:2]1[C:11]2[C:6](=[CH:7][CH:8]=[CH:9][CH:10]=2)[C:5]([CH3:18])([CH2:12][CH2:13][C@@H:14]([CH3:17])[CH2:15][CH3:16])[C:4](=[O:19])[C:3]=1[C:20]1[NH:25][C:24]2[CH:26]=[CH:27][C:28]([NH:30][S:31]([CH3:34])(=[O:33])=[O:32])=[CH:29][C:23]=2[S:22](=[O:36])(=[O:35])[N:21]=1.[OH-].[Na+:38]. Product: [CH3:18][C:5]1([CH2:12][CH2:13][C@@H:14]([CH3:17])[CH2:15][CH3:16])[C:6]2[C:11](=[CH:10][CH:9]=[CH:8][CH:7]=2)[C:2]([O-:1])=[C:3]([C:20]2[NH:25][C:24]3[CH:26]=[CH:27][C:28]([NH:30][S:31]([CH3:34])(=[O:33])=[O:32])=[CH:29][C:23]=3[S:22](=[O:36])(=[O:35])[N:21]=2)[C:4]1=[O:19].[Na+:38]. The catalyst class is: 6. (9) Reactant: O=[C:2]1[CH2:7][CH2:6][N:5]([C:8]([O:10][C:11]([CH3:14])([CH3:13])[CH3:12])=[O:9])[CH2:4][CH:3]1[C:15]([O:17][CH2:18][CH3:19])=[O:16].[C:20]1([C@H:26]([NH2:28])[CH3:27])[CH:25]=[CH:24][CH:23]=[CH:22][CH:21]=1.CC1C=CC(S(O)(=O)=O)=CC=1. Product: [C:20]1([C@H:26]([NH:28][C:2]2[CH2:7][CH2:6][N:5]([C:8]([O:10][C:11]([CH3:14])([CH3:13])[CH3:12])=[O:9])[CH2:4][C:3]=2[C:15]([O:17][CH2:18][CH3:19])=[O:16])[CH3:27])[CH:25]=[CH:24][CH:23]=[CH:22][CH:21]=1. The catalyst class is: 11. (10) Product: [C:13]([C:2]1[CH:3]=[C:4]([CH:8]=[CH:9][C:10]=1[O:11][CH3:12])[C:5]([OH:7])=[O:6])#[N:14]. The catalyst class is: 37. Reactant: Br[C:2]1[CH:3]=[C:4]([CH:8]=[CH:9][C:10]=1[O:11][CH3:12])[C:5]([OH:7])=[O:6].[C:13]([Cu])#[N:14].Cl.